This data is from Peptide-MHC class II binding affinity with 134,281 pairs from IEDB. The task is: Regression. Given a peptide amino acid sequence and an MHC pseudo amino acid sequence, predict their binding affinity value. This is MHC class II binding data. (1) The peptide sequence is KVQRTERVGNGTGQY. The MHC is DRB1_0101 with pseudo-sequence DRB1_0101. The binding affinity (normalized) is 0.158. (2) The peptide sequence is LVGPTPVNIIGRNILTQIGC. The MHC is HLA-DQA10501-DQB10301 with pseudo-sequence HLA-DQA10501-DQB10301. The binding affinity (normalized) is 0.255. (3) The peptide sequence is WGNGCGLFGKGSIVA. The MHC is DRB1_0901 with pseudo-sequence DRB1_0901. The binding affinity (normalized) is 0.232.